This data is from NCI-60 drug combinations with 297,098 pairs across 59 cell lines. The task is: Regression. Given two drug SMILES strings and cell line genomic features, predict the synergy score measuring deviation from expected non-interaction effect. (1) Drug 1: CS(=O)(=O)CCNCC1=CC=C(O1)C2=CC3=C(C=C2)N=CN=C3NC4=CC(=C(C=C4)OCC5=CC(=CC=C5)F)Cl. Drug 2: C1=CN(C=N1)CC(O)(P(=O)(O)O)P(=O)(O)O. Cell line: OVCAR-4. Synergy scores: CSS=3.03, Synergy_ZIP=0.671, Synergy_Bliss=2.12, Synergy_Loewe=-2.15, Synergy_HSA=-0.789. (2) Drug 1: CC1=C(C(=O)C2=C(C1=O)N3CC4C(C3(C2COC(=O)N)OC)N4)N. Drug 2: C1C(C(OC1N2C=NC(=NC2=O)N)CO)O. Cell line: SNB-75. Synergy scores: CSS=18.5, Synergy_ZIP=-1.90, Synergy_Bliss=3.24, Synergy_Loewe=-12.7, Synergy_HSA=1.80. (3) Drug 1: CN(C)C1=NC(=NC(=N1)N(C)C)N(C)C. Drug 2: CC1=C(C=C(C=C1)NC(=O)C2=CC=C(C=C2)CN3CCN(CC3)C)NC4=NC=CC(=N4)C5=CN=CC=C5. Cell line: SF-268. Synergy scores: CSS=5.60, Synergy_ZIP=6.60, Synergy_Bliss=14.0, Synergy_Loewe=9.06, Synergy_HSA=7.83. (4) Drug 1: C1=CC(=C2C(=C1NCCNCCO)C(=O)C3=C(C=CC(=C3C2=O)O)O)NCCNCCO. Drug 2: CS(=O)(=O)OCCCCOS(=O)(=O)C. Cell line: UO-31. Synergy scores: CSS=24.3, Synergy_ZIP=-9.16, Synergy_Bliss=-1.38, Synergy_Loewe=-43.0, Synergy_HSA=0.835. (5) Drug 1: CN(CC1=CN=C2C(=N1)C(=NC(=N2)N)N)C3=CC=C(C=C3)C(=O)NC(CCC(=O)O)C(=O)O. Drug 2: C1CN(P(=O)(OC1)NCCCl)CCCl. Cell line: SF-268. Synergy scores: CSS=3.06, Synergy_ZIP=-1.92, Synergy_Bliss=-6.03, Synergy_Loewe=-5.43, Synergy_HSA=-5.53.